This data is from Full USPTO retrosynthesis dataset with 1.9M reactions from patents (1976-2016). The task is: Predict the reactants needed to synthesize the given product. (1) Given the product [CH:22]1([CH2:21][CH2:20][NH:19][C:9]2[S:10][C@H:11]3[O:12][C@H:13]([CH2:14][OH:15])[C@@H:5]([OH:4])[C@H:6]([OH:25])[C@H:7]3[N:8]=2)[CH2:24][CH2:23]1, predict the reactants needed to synthesize it. The reactants are: C([O:4][C@@H:5]1[C@@H:13]([CH2:14][O:15]C(=O)C)[O:12][C@H:11]2[C@H:7]([N:8]=[C:9]([NH:19][CH2:20][CH2:21][CH:22]3[CH2:24][CH2:23]3)[S:10]2)[C@H:6]1[O:25]C(=O)C)(=O)C.N. (2) Given the product [CH2:1]([O:3][C:4](=[O:17])[C:5]([CH:6]=[O:7])([CH3:16])[CH2:11][CH2:12][CH:13]([CH3:14])[CH3:15])[CH3:2], predict the reactants needed to synthesize it. The reactants are: [CH2:1]([O:3][C:4](=[O:17])[C:5]([CH3:16])([CH2:11][CH2:12][CH:13]([CH3:15])[CH3:14])[C:6](OCC)=[O:7])[CH3:2].[H-].C([Al+]CC(C)C)C(C)C.C1(C)C=CC=CC=1. (3) Given the product [F:1][C:2]1[CH:7]=[C:6]([I:8])[CH:5]=[CH:4][C:3]=1[N:9]1[C:14](/[N:15]=[CH:16]/[N:17]([CH3:18])[CH3:19])=[CH:13][C:12](=[O:20])[N:11]([CH2:39][C:38]2[CH:41]=[CH:42][C:35]([O:34][CH3:33])=[CH:36][CH:37]=2)[C:10]1=[O:21], predict the reactants needed to synthesize it. The reactants are: [F:1][C:2]1[CH:7]=[C:6]([I:8])[CH:5]=[CH:4][C:3]=1[N:9]1[C:14](/[N:15]=[CH:16]/[N:17]([CH3:19])[CH3:18])=[CH:13][C:12](=[O:20])[NH:11][C:10]1=[O:21].N12CCCN=C1CCCCC2.[CH3:33][O:34][C:35]1[CH:42]=[CH:41][C:38]([CH2:39]Cl)=[CH:37][CH:36]=1.O. (4) Given the product [CH2:21]([C@H:8]([NH:7][C:6]([C@@H:61]([NH:60][C:58]([C@@H:57]([NH:56][C:54]([CH:46]1[CH2:45][C:53]2[C:48](=[CH:49][CH:50]=[CH:51][CH:52]=2)[CH2:47]1)=[O:55])[CH3:74])=[O:59])[CH2:65][C:66]1[CH:67]=[CH:68][C:69]([O:72][CH3:73])=[CH:70][CH:71]=1)=[O:28])[CH:9]([C:11](=[O:20])[NH:12][CH2:13][C:14]1[CH:15]=[CH:16][CH:17]=[CH:18][CH:19]=1)[OH:10])[C:22]1[CH:23]=[CH:24][CH:25]=[CH:26][CH:27]=1, predict the reactants needed to synthesize it. The reactants are: C(O[C:6](=[O:28])[NH:7][C@@H:8]([CH2:21][C:22]1[CH:27]=[CH:26][CH:25]=[CH:24][CH:23]=1)[CH:9]([C:11](=[O:20])[NH:12][CH2:13][C:14]1[CH:19]=[CH:18][CH:17]=[CH:16][CH:15]=1)[OH:10])(C)(C)C.FC(F)(F)C(O)=O.C(N(CC)C(C)C)(C)C.[CH2:45]1[C:53]2[C:48](=[CH:49][CH:50]=[CH:51][CH:52]=2)[CH2:47][CH:46]1[C:54]([NH:56][C@@H:57]([CH3:74])[C:58]([NH:60][C@@H:61]([CH2:65][C:66]1[CH:71]=[CH:70][C:69]([O:72][CH3:73])=[CH:68][CH:67]=1)C(O)=O)=[O:59])=[O:55].CN(C(ON1N=NC2C=CC=NC1=2)=[N+](C)C)C.F[P-](F)(F)(F)(F)F. (5) Given the product [CH2:1]([O:3][C:4]1[CH:5]=[CH:6][C:7]([C:8]([NH:20][CH:16]([CH2:17][CH2:18][CH3:19])[CH2:15][CH2:14][CH3:13])=[O:10])=[CH:11][CH:12]=1)[CH3:2], predict the reactants needed to synthesize it. The reactants are: [CH2:1]([O:3][C:4]1[CH:12]=[CH:11][C:7]([C:8]([OH:10])=O)=[CH:6][CH:5]=1)[CH3:2].[CH3:13][CH2:14][CH2:15][CH:16]([NH2:20])[CH2:17][CH2:18][CH3:19].ON1C2C=CC=CC=2N=N1.Cl.C(N=C=NCCCN(C)C)C.